Dataset: Forward reaction prediction with 1.9M reactions from USPTO patents (1976-2016). Task: Predict the product of the given reaction. (1) Given the reactants [CH3:1][C:2]1[CH:7]=[C:6]([CH3:8])[N:5]=[C:4]([N:9]2[CH2:16][CH:15]3[CH:11]([CH2:12][NH:13][CH2:14]3)[CH2:10]2)[N:3]=1.[F:17][C:18]1[C:19]([C:27]2[N:32]=[CH:31][CH:30]=[CH:29][N:28]=2)=[C:20]([CH:24]=[CH:25][CH:26]=1)[C:21](O)=[O:22].CN(C(ON1N=NC2C=CC=NC1=2)=[N+](C)C)C.F[P-](F)(F)(F)(F)F, predict the reaction product. The product is: [CH3:1][C:2]1[CH:7]=[C:6]([CH3:8])[N:5]=[C:4]([N:9]2[CH2:16][CH:15]3[CH:11]([CH2:12][N:13]([C:21]([C:20]4[CH:24]=[CH:25][CH:26]=[C:18]([F:17])[C:19]=4[C:27]4[N:28]=[CH:29][CH:30]=[CH:31][N:32]=4)=[O:22])[CH2:14]3)[CH2:10]2)[N:3]=1. (2) The product is: [CH3:15][C:16]1[N:21]=[C:20]([S:22][CH2:2][C:3]2[CH:4]=[N:5][CH:6]=[C:7]([C:9]3[CH:10]=[N:11][CH:12]=[CH:13][CH:14]=3)[CH:8]=2)[N:19]=[C:18]([OH:23])[CH:17]=1. Given the reactants Br[CH2:2][C:3]1[CH:4]=[N:5][CH:6]=[C:7]([C:9]2[CH:10]=[N:11][CH:12]=[CH:13][CH:14]=2)[CH:8]=1.[CH3:15][C:16]1[N:21]=[C:20]([SH:22])[N:19]=[C:18]([OH:23])[CH:17]=1, predict the reaction product. (3) Given the reactants Br[C:2]1[CH:11]=[C:10]2[C:5]([CH2:6][CH:7]([C:12]3[CH:21]=[C:20]4[C:15]([CH2:16][CH:17]([CH2:22][CH2:23][CH3:24])[CH2:18][O:19]4)=[CH:14][C:13]=3[F:25])[CH2:8][O:9]2)=[CH:4][C:3]=1[F:26].C([Li])CCC.C1(C)C=CC(S([C:41]#[N:42])(=O)=O)=CC=1, predict the reaction product. The product is: [F:26][C:3]1[CH:4]=[C:5]2[C:10](=[CH:11][C:2]=1[C:41]#[N:42])[O:9][CH2:8][CH:7]([C:12]1[CH:21]=[C:20]3[C:15]([CH2:16][CH:17]([CH2:22][CH2:23][CH3:24])[CH2:18][O:19]3)=[CH:14][C:13]=1[F:25])[CH2:6]2. (4) The product is: [F:42][C@@H:43]1[CH2:48][CH2:47][CH2:46][N:45]([CH2:1][C:3]2[N:4]=[C:5]([C:29]3[O:33][C:32]([CH2:34][C:35]([CH3:41])([CH3:40])[C:36]([O:38][CH3:39])=[O:37])=[N:31][N:30]=3)[S:6][C:7]=2[C:8]2[C:17]3[C:12](=[CH:13][CH:14]=[CH:15][CH:16]=3)[C:11]([S:18](=[O:28])(=[O:27])[NH:19][C@@H:20]([CH2:25][CH3:26])[C:21]([F:24])([F:23])[F:22])=[CH:10][CH:9]=2)[CH2:44]1. Given the reactants [CH:1]([C:3]1[N:4]=[C:5]([C:29]2[O:33][C:32]([CH2:34][C:35]([CH3:41])([CH3:40])[C:36]([O:38][CH3:39])=[O:37])=[N:31][N:30]=2)[S:6][C:7]=1[C:8]1[C:17]2[C:12](=[CH:13][CH:14]=[CH:15][CH:16]=2)[C:11]([S:18](=[O:28])(=[O:27])[NH:19][C@@H:20]([CH2:25][CH3:26])[C:21]([F:24])([F:23])[F:22])=[CH:10][CH:9]=1)=O.[F:42][C@@H:43]1[CH2:48][CH2:47][CH2:46][NH:45][CH2:44]1.[BH-](OC(C)=O)(OC(C)=O)OC(C)=O.[Na+], predict the reaction product. (5) The product is: [NH2:11][CH2:12][CH2:13][CH2:14][CH:15]([NH:38][C:39]([O:41][C:42]([CH3:45])([CH3:44])[CH3:43])=[O:40])[C:16]([N:18]1[CH2:22][CH2:21][CH2:20][CH:19]1[CH2:23][C:24]1[C:28]2[CH:29]=[CH:30][CH:31]=[CH:32][C:27]=2[O:26][C:25]=1[CH2:33][CH2:34][C:35]([OH:37])=[O:36])=[O:17]. Given the reactants C(OC([NH:11][CH2:12][CH2:13][CH2:14][CH:15]([NH:38][C:39]([O:41][C:42]([CH3:45])([CH3:44])[CH3:43])=[O:40])[C:16]([N:18]1[CH2:22][CH2:21][CH2:20][CH:19]1[CH2:23][C:24]1[C:28]2[CH:29]=[CH:30][CH:31]=[CH:32][C:27]=2[O:26][C:25]=1[CH2:33][CH2:34][C:35]([OH:37])=[O:36])=[O:17])=O)C1C=CC=CC=1, predict the reaction product.